Dataset: Full USPTO retrosynthesis dataset with 1.9M reactions from patents (1976-2016). Task: Predict the reactants needed to synthesize the given product. (1) Given the product [F:1][C:2]1[CH:3]=[CH:4][C:5]([S:8]([N:11]2[C:16]3[CH:17]=[C:18]([NH2:21])[CH:19]=[CH:20][C:15]=3[O:14][C@@H:13]([CH3:24])[CH2:12]2)(=[O:9])=[O:10])=[CH:6][CH:7]=1, predict the reactants needed to synthesize it. The reactants are: [F:1][C:2]1[CH:7]=[CH:6][C:5]([S:8]([N:11]2[C:16]3[CH:17]=[C:18]([N+:21]([O-])=O)[CH:19]=[CH:20][C:15]=3[O:14][C@@H:13]([CH3:24])[CH2:12]2)(=[O:10])=[O:9])=[CH:4][CH:3]=1. (2) Given the product [Cl:14][C:15]1[CH:16]=[CH:17][C:18]([C:21]2[CH:26]=[CH:25][C:24]([C:27]([NH:1][CH2:2][CH2:3][C:4]3[CH:13]=[CH:12][C:7]([C:8]([O:10][CH3:11])=[O:9])=[CH:6][N:5]=3)=[O:28])=[CH:23][CH:22]=2)=[CH:19][CH:20]=1, predict the reactants needed to synthesize it. The reactants are: [NH2:1][CH2:2][CH2:3][C:4]1[CH:13]=[CH:12][C:7]([C:8]([O:10][CH3:11])=[O:9])=[CH:6][N:5]=1.[Cl:14][C:15]1[CH:20]=[CH:19][C:18]([C:21]2[CH:26]=[CH:25][C:24]([C:27](O)=[O:28])=[CH:23][CH:22]=2)=[CH:17][CH:16]=1. (3) Given the product [Br:9][C:10]1[C:11]([CH:31]=[O:32])=[C:12]([F:27])[C:13]([CH2:16][CH2:17][CH:18]2[CH2:23][CH2:22][CH:21]([CH2:24][CH2:25][CH3:26])[CH2:20][CH2:19]2)=[CH:14][CH:15]=1, predict the reactants needed to synthesize it. The reactants are: [Li+].CC([N-]C(C)C)C.[Br:9][C:10]1[CH:15]=[CH:14][C:13]([CH2:16][CH2:17][CH:18]2[CH2:23][CH2:22][CH:21]([CH2:24][CH2:25][CH3:26])[CH2:20][CH2:19]2)=[C:12]([F:27])[CH:11]=1.CN([CH:31]=[O:32])C. (4) Given the product [OH:25][C:7]([CH3:14])([C:15]([N:17]1[CH2:22][CH2:21][CH:20]([OH:23])[CH2:19][CH2:18]1)=[O:16])[CH2:6][CH2:5][C:4]1[C:9](=[O:8])[C:10]([CH3:13])=[C:11]([CH3:12])[C:2](=[O:1])[C:3]=1[CH3:24], predict the reactants needed to synthesize it. The reactants are: [OH:1][C:2]1[C:3]([CH3:24])=[C:4]2[C:9](=[C:10]([CH3:13])[C:11]=1[CH3:12])[O:8][C:7]([C:15]([N:17]1[CH2:22][CH2:21][CH:20]([OH:23])[CH2:19][CH2:18]1)=[O:16])([CH3:14])[CH2:6][CH2:5]2.[O:25]=[N+]([O-])[O-].[O-][N+](=O)[O-].[O-][N+](=O)[O-].[O-][N+](=O)[O-].[O-][N+](=O)[O-].[O-][N+](=O)[O-].[Ce+4].[NH4+].[NH4+]. (5) Given the product [Br:1][C:2]1[CH:3]=[CH:4][C:5](=[O:8])[N:6]([CH2:9][C:10]([OH:11])([CH3:13])[CH3:12])[CH:7]=1, predict the reactants needed to synthesize it. The reactants are: [Br:1][C:2]1[CH:3]=[CH:4][C:5](=[O:8])[NH:6][CH:7]=1.[CH3:9][C:10]1([CH3:13])[CH2:12][O:11]1.C([O-])([O-])=O.[K+].[K+]. (6) Given the product [F:1][C:2]1[CH:10]=[CH:9][CH:8]=[C:7]([OH:11])[C:3]=1[C:4]([O:6][CH3:17])=[O:5], predict the reactants needed to synthesize it. The reactants are: [F:1][C:2]1[CH:10]=[CH:9][CH:8]=[C:7]([OH:11])[C:3]=1[C:4]([OH:6])=[O:5].S(=O)(=O)(O)O.[CH3:17]O.